From a dataset of Forward reaction prediction with 1.9M reactions from USPTO patents (1976-2016). Predict the product of the given reaction. (1) Given the reactants C1([Mg]Cl)CCCCC1.I[C:10]1[CH:15]=[CH:14][CH:13]=[CH:12][N:11]=1.[NH2:16][C:17]1[N:21]([C:22]2[CH:23]=[C:24]([CH:31]=[CH:32][C:33]=2[CH3:34])[C:25]([NH:27][CH:28]2[CH2:30][CH2:29]2)=[O:26])[N:20]=[CH:19][C:18]=1[C:35]#N.C1C[O:40]CC1, predict the reaction product. The product is: [NH2:16][C:17]1[N:21]([C:22]2[CH:23]=[C:24]([CH:31]=[CH:32][C:33]=2[CH3:34])[C:25]([NH:27][CH:28]2[CH2:30][CH2:29]2)=[O:26])[N:20]=[CH:19][C:18]=1[C:35]([C:10]1[CH:15]=[CH:14][CH:13]=[CH:12][N:11]=1)=[O:40]. (2) Given the reactants Br[CH2:2][CH2:3][S:4]([CH2:7][CH2:8][C:9]([O:11]C)=[O:10])(=[O:6])=[O:5].[OH-].[Na+].Cl, predict the reaction product. The product is: [CH:3]([S:4]([CH2:7][CH2:8][C:9]([OH:11])=[O:10])(=[O:6])=[O:5])=[CH2:2]. (3) Given the reactants [Cl:1][C:2]1[CH:7]=[C:6](I)[CH:5]=[CH:4][N:3]=1.[Li]CCCC.[CH:14](=[O:16])[CH3:15], predict the reaction product. The product is: [Cl:1][C:2]1[CH:7]=[C:6]([CH:14]([OH:16])[CH3:15])[CH:5]=[CH:4][N:3]=1. (4) Given the reactants [C:1]([N:4]1[C:12]2[C:7](=[CH:8][C:9]([O:13]CC3C=CC=CC=3)=[CH:10][CH:11]=2)[CH:6]=[N:5]1)(=[O:3])[CH3:2].C([O-])=O.[NH4+], predict the reaction product. The product is: [C:1]([N:4]1[C:12]2[C:7](=[CH:8][C:9]([OH:13])=[CH:10][CH:11]=2)[CH:6]=[N:5]1)(=[O:3])[CH3:2].